Binary Classification. Given a drug SMILES string, predict its activity (active/inactive) in a high-throughput screening assay against a specified biological target. From a dataset of HIV replication inhibition screening data with 41,000+ compounds from the AIDS Antiviral Screen. (1) The drug is O=C(NNC(=S)Nc1ccccc1)c1nsc2ccccc12. The result is 0 (inactive). (2) The molecule is Cn1c(N)c(C=CC(=O)Oc2ccccc2)c(=O)n(C)c1=O. The result is 0 (inactive). (3) The result is 0 (inactive). The drug is CCCCCCCC(=O)[OH+][Co-4](N)(N)(N)(N)N.[O-][Cl+3]([O-])([O-])O. (4) The compound is CCOC(=O)c1csc(-c2nc(CCNC(=O)c3ccccc3)sc2Cl)n1. The result is 0 (inactive).